Dataset: Full USPTO retrosynthesis dataset with 1.9M reactions from patents (1976-2016). Task: Predict the reactants needed to synthesize the given product. Given the product [Cl:1][C:2]1[CH:3]=[C:4]([NH:9][C:10]2[N:11]=[CH:12][C:13]([CH2:16][OH:17])=[N:14][CH:15]=2)[CH:5]=[CH:6][C:7]=1[Cl:8], predict the reactants needed to synthesize it. The reactants are: [Cl:1][C:2]1[CH:3]=[C:4]([NH:9][C:10]2[N:11]=[CH:12][C:13]([C:16](OC)=[O:17])=[N:14][CH:15]=2)[CH:5]=[CH:6][C:7]=1[Cl:8].CC(C[AlH]CC(C)C)C.